From a dataset of Peptide-MHC class II binding affinity with 134,281 pairs from IEDB. Regression. Given a peptide amino acid sequence and an MHC pseudo amino acid sequence, predict their binding affinity value. This is MHC class II binding data. (1) The peptide sequence is NLYKLHGGHVSCRVKHHHHHH. The MHC is HLA-DQA10501-DQB10302 with pseudo-sequence HLA-DQA10501-DQB10302. The binding affinity (normalized) is 0.233. (2) The binding affinity (normalized) is 0.133. The peptide sequence is AITAMSEAQKAAKPA. The MHC is HLA-DQA10501-DQB10201 with pseudo-sequence HLA-DQA10501-DQB10201. (3) The peptide sequence is QRGNFKGQKRIKCF. The MHC is HLA-DPA10301-DPB10402 with pseudo-sequence HLA-DPA10301-DPB10402. The binding affinity (normalized) is 0.0393. (4) The peptide sequence is PTSENNAHHVCWLEA. The MHC is DRB3_0101 with pseudo-sequence DRB3_0101. The binding affinity (normalized) is 0. (5) The peptide sequence is DFNEFISFCNANPGL. The MHC is HLA-DPA10103-DPB10201 with pseudo-sequence HLA-DPA10103-DPB10201. The binding affinity (normalized) is 0.382. (6) The peptide sequence is VKLEGRVIDLGCGRG. The MHC is HLA-DQA10501-DQB10302 with pseudo-sequence HLA-DQA10501-DQB10302. The binding affinity (normalized) is 0.301. (7) The peptide sequence is VTYALNTITNLKVQLKK. The MHC is DRB1_0301 with pseudo-sequence DRB1_0301. The binding affinity (normalized) is 0.538.